From a dataset of Full USPTO retrosynthesis dataset with 1.9M reactions from patents (1976-2016). Predict the reactants needed to synthesize the given product. (1) Given the product [N:1]1([C:5](=[O:23])[CH2:6][C:7]2[CH:14]=[CH:13][C:12]([OH:15])=[CH:11][C:8]=2[C:9]#[N:10])[CH2:4][CH2:3][CH2:2]1, predict the reactants needed to synthesize it. The reactants are: [N:1]1([C:5](=[O:23])[CH2:6][C:7]2[CH:14]=[CH:13][C:12]([O:15]CC3C=CC=CC=3)=[CH:11][C:8]=2[C:9]#[N:10])[CH2:4][CH2:3][CH2:2]1. (2) Given the product [F:32][C:27]1[CH:26]=[C:25]([C@H:6]2[N:5]([CH2:4][C:1](=[O:3])[NH:57][C:58]3[CH:59]=[C:60]4[CH2:75][C:65]5([C:73]6[C:68](=[N:69][CH:70]=[CH:71][CH:72]=6)[NH:67][C:66]5=[O:74])[CH2:64][C:61]4=[N:62][CH:63]=3)[C:10](=[O:11])[C:9]3([CH2:12][O:13][CH2:14][CH2:15][O:16][CH2:17]3)[N:8]([C:18]([O:20][C:21]([CH3:24])([CH3:22])[CH3:23])=[O:19])[CH2:7]2)[CH:30]=[C:29]([F:31])[CH:28]=1, predict the reactants needed to synthesize it. The reactants are: [C:1]([CH2:4][N:5]1[C:10](=[O:11])[C:9]2([CH2:17][O:16][CH2:15][CH2:14][O:13][CH2:12]2)[N:8]([C:18]([O:20][C:21]([CH3:24])([CH3:23])[CH3:22])=[O:19])[CH2:7][C@H:6]1[C:25]1[CH:30]=[C:29]([F:31])[CH:28]=[C:27]([F:32])[CH:26]=1)([OH:3])=O.CN(C(ON1N=NC2C=CC=NC1=2)=[N+](C)C)C.F[P-](F)(F)(F)(F)F.[NH2:57][C:58]1[CH:59]=[C:60]2[CH2:75][C:65]3([C:73]4[C:68](=[N:69][CH:70]=[CH:71][CH:72]=4)[NH:67][C:66]3=[O:74])[CH2:64][C:61]2=[N:62][CH:63]=1.C(=O)([O-])O.[Na+]. (3) Given the product [F:13][C:12]([F:15])([F:14])[C:4]1[CH:3]=[C:2]([NH:19][CH2:18][CH2:16][OH:17])[C:11]2[C:6](=[CH:7][CH:8]=[CH:9][CH:10]=2)[N:5]=1, predict the reactants needed to synthesize it. The reactants are: Cl[C:2]1[C:11]2[C:6](=[CH:7][CH:8]=[CH:9][CH:10]=2)[N:5]=[C:4]([C:12]([F:15])([F:14])[F:13])[CH:3]=1.[CH2:16]([CH2:18][NH2:19])[OH:17]. (4) Given the product [Cl:1][C:2]1[CH:3]=[C:4]([NH:5][C:23]2[C:24]3[N:31]([CH2:32][CH2:33][NH:34][C:35](=[O:41])[CH2:49][S:50]([CH3:53])(=[O:52])=[O:51])[CH:30]=[CH:29][C:25]=3[N:26]=[CH:27][N:28]=2)[CH:6]=[CH:7][C:8]=1[O:9][C:10]1[CH:15]=[CH:14][CH:13]=[C:12]([NH:16][CH2:17][C:18]([CH3:21])([CH3:20])[CH3:19])[CH:11]=1, predict the reactants needed to synthesize it. The reactants are: [Cl:1][C:2]1[CH:3]=[C:4]([CH:6]=[CH:7][C:8]=1[O:9][C:10]1[CH:15]=[CH:14][CH:13]=[C:12]([NH:16][CH2:17][C:18]([CH3:21])([CH3:20])[CH3:19])[CH:11]=1)[NH2:5].Cl[C:23]1[C:24]2[N:31]([CH2:32][CH2:33][NH:34][C:35](=[O:41])OC(C)(C)C)[CH:30]=[CH:29][C:25]=2[N:26]=[CH:27][N:28]=1.Cl.C(OCC)(=O)C.[CH3:49][S:50]([CH2:53]C(O)=O)(=[O:52])=[O:51].Cl.C(N=C=NCCCN(C)C)C.ON1C2C=CC=CC=2N=N1. (5) Given the product [Br:1][C:2]1[CH:9]=[CH:8][C:7]([C:10]([F:11])([F:12])[F:13])=[CH:6][C:3]=1[CH:4]([OH:5])[CH3:14], predict the reactants needed to synthesize it. The reactants are: [Br:1][C:2]1[CH:9]=[CH:8][C:7]([C:10]([F:13])([F:12])[F:11])=[CH:6][C:3]=1[CH:4]=[O:5].[CH3:14][Mg]I. (6) Given the product [CH3:13][O:14][C:3]1[C:2]([CH3:1])=[CH:8][C:7]([N+:9]([O-:11])=[O:10])=[CH:6][C:5]=1[CH3:12], predict the reactants needed to synthesize it. The reactants are: [CH3:1][C:2]1[CH:8]=[C:7]([N+:9]([O-:11])=[O:10])[CH:6]=[C:5]([CH3:12])[C:3]=1N.[C:13]([O-])([O-])=[O:14].[K+].[K+]. (7) Given the product [F:1][C:2]1[CH:7]=[CH:6][C:5]([F:8])=[CH:4][C:3]=1[C@H:9]1[CH2:13][CH2:12][CH2:11][N:10]1[C:14]1[CH:19]=[CH:18][N:17]2[N:20]=[CH:21][C:22](/[CH:23]=[CH:24]/[C:25]([N:61]3[CH2:65][CH2:64][C@H:63]([OH:66])[CH2:62]3)=[O:26])=[C:16]2[N:15]=1, predict the reactants needed to synthesize it. The reactants are: [F:1][C:2]1[CH:7]=[CH:6][C:5]([F:8])=[CH:4][C:3]=1[C@H:9]1[CH2:13][CH2:12][CH2:11][N:10]1[C:14]1[CH:19]=[CH:18][N:17]2[N:20]=[CH:21][C:22](/[CH:23]=[CH:24]/[C:25](O)=[O:26])=[C:16]2[N:15]=1.CN(C(ON1N=NC2C=CC=NC1=2)=[N+](C)C)C.F[P-](F)(F)(F)(F)F.CCN(C(C)C)C(C)C.[NH:61]1[CH2:65][CH2:64][C@H:63]([OH:66])[CH2:62]1.